From a dataset of Human liver microsome stability data. Regression/Classification. Given a drug SMILES string, predict its absorption, distribution, metabolism, or excretion properties. Task type varies by dataset: regression for continuous measurements (e.g., permeability, clearance, half-life) or binary classification for categorical outcomes (e.g., BBB penetration, CYP inhibition). Dataset: hlm. The compound is CC(C)[C@H](NC(=O)c1ccsc1)c1cn(C2(C#N)CC2)nn1. The result is 0 (unstable in human liver microsomes).